From a dataset of NCI-60 drug combinations with 297,098 pairs across 59 cell lines. Regression. Given two drug SMILES strings and cell line genomic features, predict the synergy score measuring deviation from expected non-interaction effect. (1) Drug 1: CC12CCC3C(C1CCC2=O)CC(=C)C4=CC(=O)C=CC34C. Drug 2: B(C(CC(C)C)NC(=O)C(CC1=CC=CC=C1)NC(=O)C2=NC=CN=C2)(O)O. Cell line: LOX IMVI. Synergy scores: CSS=30.3, Synergy_ZIP=1.66, Synergy_Bliss=-0.358, Synergy_Loewe=2.26, Synergy_HSA=1.39. (2) Drug 1: CCCS(=O)(=O)NC1=C(C(=C(C=C1)F)C(=O)C2=CNC3=C2C=C(C=N3)C4=CC=C(C=C4)Cl)F. Drug 2: CC1=C(C=C(C=C1)C(=O)NC2=CC(=CC(=C2)C(F)(F)F)N3C=C(N=C3)C)NC4=NC=CC(=N4)C5=CN=CC=C5. Cell line: MDA-MB-435. Synergy scores: CSS=33.8, Synergy_ZIP=5.75, Synergy_Bliss=9.90, Synergy_Loewe=1.15, Synergy_HSA=7.07. (3) Drug 1: C1C(C(OC1N2C=NC3=C(N=C(N=C32)Cl)N)CO)O. Drug 2: CC(C)CN1C=NC2=C1C3=CC=CC=C3N=C2N. Cell line: PC-3. Synergy scores: CSS=25.7, Synergy_ZIP=3.74, Synergy_Bliss=3.73, Synergy_Loewe=0.341, Synergy_HSA=2.51. (4) Cell line: MCF7. Drug 2: C1=CN(C=N1)CC(O)(P(=O)(O)O)P(=O)(O)O. Drug 1: CC1=CC2C(CCC3(C2CCC3(C(=O)C)OC(=O)C)C)C4(C1=CC(=O)CC4)C. Synergy scores: CSS=-8.57, Synergy_ZIP=2.91, Synergy_Bliss=-2.12, Synergy_Loewe=-14.3, Synergy_HSA=-12.9. (5) Drug 1: CC1C(C(CC(O1)OC2CC(CC3=C2C(=C4C(=C3O)C(=O)C5=C(C4=O)C(=CC=C5)OC)O)(C(=O)C)O)N)O.Cl. Drug 2: C(CC(=O)O)C(=O)CN.Cl. Cell line: SK-MEL-5. Synergy scores: CSS=22.4, Synergy_ZIP=-7.40, Synergy_Bliss=-3.48, Synergy_Loewe=-12.2, Synergy_HSA=-4.92.